From a dataset of Full USPTO retrosynthesis dataset with 1.9M reactions from patents (1976-2016). Predict the reactants needed to synthesize the given product. (1) The reactants are: [CH:1]1[C:15]2=[C:16]3[C:8]([C:9]4[C:14]2=[CH:13][CH:12]=[CH:11][CH:10]=4)=[CH:7][CH:6]=[CH:5][C:4]3=[C:3](B(O)O)[CH:2]=1.Br[C:21]1[CH:22]=[C:23]2[C:28](=[CH:29][CH:30]=1)[CH:27]=[C:26]([OH:31])[CH:25]=[CH:24]2.C(=O)([O-])[O-].[Na+].[Na+].Cl. Given the product [CH:1]1[C:15]2=[C:16]3[C:8]([C:9]4[C:14]2=[CH:13][CH:12]=[CH:11][CH:10]=4)=[CH:7][CH:6]=[CH:5][C:4]3=[C:3]([C:21]2[CH:22]=[C:23]3[C:28](=[CH:29][CH:30]=2)[CH:27]=[C:26]([OH:31])[CH:25]=[CH:24]3)[CH:2]=1, predict the reactants needed to synthesize it. (2) Given the product [OH:37][CH2:36][C:34]([NH:1][C@@H:2]1[CH2:7][CH2:6][C@H:5]([NH:8][C:9]([C:11]2[C:15]3[N:16]=[CH:17][N:18]=[C:19]([C:20]4[CH:25]=[CH:24][C:23]([O:26][CH3:27])=[CH:22][C:21]=4[O:28][CH2:29][CH:30]4[CH2:31][CH2:32]4)[C:14]=3[NH:13][CH:12]=2)=[O:10])[CH2:4][CH2:3]1)=[O:35], predict the reactants needed to synthesize it. The reactants are: [NH2:1][C@@H:2]1[CH2:7][CH2:6][C@H:5]([NH:8][C:9]([C:11]2[C:15]3[N:16]=[CH:17][N:18]=[C:19]([C:20]4[CH:25]=[CH:24][C:23]([O:26][CH3:27])=[CH:22][C:21]=4[O:28][CH2:29][CH:30]4[CH2:32][CH2:31]4)[C:14]=3[NH:13][CH:12]=2)=[O:10])[CH2:4][CH2:3]1.Cl[C:34]([CH2:36][O:37]C(=O)C)=[O:35]. (3) Given the product [C:17]([Si:14]([O:8][CH:3]([CH2:4][CH2:5][CH2:6][CH3:7])[C:2]#[CH:1])([CH3:16])[CH3:15])([CH3:20])([CH3:19])[CH3:18], predict the reactants needed to synthesize it. The reactants are: [CH:1]#[C:2][CH:3]([OH:8])[CH2:4][CH2:5][CH2:6][CH3:7].N1C=CN=C1.[Si:14](Cl)([C:17]([CH3:20])([CH3:19])[CH3:18])([CH3:16])[CH3:15].[NH4+].[Cl-]. (4) Given the product [F:32][C:33]1[CH:38]=[CH:37][CH:36]=[CH:35][C:34]=1[N:39]1[CH2:44][CH2:43][N:42]([C:17]([C:3]2[C:4]([C:7]3[CH:12]=[CH:11][CH:10]=[C:9]([C:13]([F:14])([F:15])[F:16])[CH:8]=3)=[N:5][O:6][C:2]=2[CH3:1])=[O:19])[CH2:41][CH2:40]1, predict the reactants needed to synthesize it. The reactants are: [CH3:1][C:2]1[O:6][N:5]=[C:4]([C:7]2[CH:12]=[CH:11][CH:10]=[C:9]([C:13]([F:16])([F:15])[F:14])[CH:8]=2)[C:3]=1[C:17]([OH:19])=O.Cl.C(N=C=NCCCN(C)C)C.[F:32][C:33]1[CH:38]=[CH:37][CH:36]=[CH:35][C:34]=1[N:39]1[CH2:44][CH2:43][NH:42][CH2:41][CH2:40]1. (5) Given the product [CH2:14]([O:16][C:17](=[O:36])[CH2:18][C:19]1[CH:20]=[C:21]([C:2]2[CH:9]=[CH:8][C:7]([C:10]([F:13])([F:12])[F:11])=[CH:6][C:3]=2[C:4]#[N:5])[C:22]([O:25][CH3:26])=[CH:23][CH:24]=1)[CH3:15], predict the reactants needed to synthesize it. The reactants are: Br[C:2]1[CH:9]=[CH:8][C:7]([C:10]([F:13])([F:12])[F:11])=[CH:6][C:3]=1[C:4]#[N:5].[CH2:14]([O:16][C:17](=[O:36])[CH2:18][C:19]1[CH:24]=[CH:23][C:22]([O:25][CH3:26])=[C:21](B2OC(C)(C)C(C)(C)O2)[CH:20]=1)[CH3:15].C(=O)([O-])[O-].[K+].[K+]. (6) Given the product [OH:1][CH:2]1[CH2:8][CH2:7][CH2:6][CH2:5][CH:4]([NH:9][C:10](=[O:16])[O:11][C:12]([CH3:14])([CH3:13])[CH3:15])[CH2:3]1, predict the reactants needed to synthesize it. The reactants are: [O:1]=[C:2]1[CH2:8][CH2:7][CH2:6][CH2:5][CH:4]([NH:9][C:10](=[O:16])[O:11][C:12]([CH3:15])([CH3:14])[CH3:13])[CH2:3]1.[BH4-].[Na+].